Dataset: Full USPTO retrosynthesis dataset with 1.9M reactions from patents (1976-2016). Task: Predict the reactants needed to synthesize the given product. (1) Given the product [NH2:24][C:22](=[O:23])[CH:21]([OH:25])[CH:20]([NH:19][C:12](=[O:14])[C:11]1[CH:15]=[CH:16][CH:17]=[N:18][C:10]=1[C:2]1[O:1][C:5]2[CH:6]=[CH:7][CH:8]=[CH:9][C:4]=2[N:3]=1)[CH2:26][C:27]1[CH:28]=[CH:29][CH:30]=[CH:31][CH:32]=1, predict the reactants needed to synthesize it. The reactants are: [O:1]1[C:5]2[CH:6]=[CH:7][CH:8]=[CH:9][C:4]=2[N:3]=[C:2]1[C:10]1[N:18]=[CH:17][CH:16]=[CH:15][C:11]=1[C:12]([OH:14])=O.[NH2:19][CH:20]([CH2:26][C:27]1[CH:32]=[CH:31][CH:30]=[CH:29][CH:28]=1)[CH:21]([OH:25])[C:22]([NH2:24])=[O:23].CCN(C(C)C)C(C)C. (2) Given the product [NH2:17][C:18]1[CH:19]=[C:20]([CH:21]=[CH:22][C:23]=1[CH2:24][CH3:25])[O:26][C:2]1[CH:3]=[CH:4][C:5]2[N:6]([CH:8]=[C:9]([NH:11][C:12]([CH:14]3[CH2:16][CH2:15]3)=[O:13])[N:10]=2)[N:7]=1, predict the reactants needed to synthesize it. The reactants are: I[C:2]1[CH:3]=[CH:4][C:5]2[N:6]([CH:8]=[C:9]([NH:11][C:12]([CH:14]3[CH2:16][CH2:15]3)=[O:13])[N:10]=2)[N:7]=1.[NH2:17][C:18]1[CH:19]=[C:20]([OH:26])[CH:21]=[CH:22][C:23]=1[CH2:24][CH3:25].C(=O)([O-])[O-].[K+].[K+].CN(C)C=O.